Regression. Given a peptide amino acid sequence and an MHC pseudo amino acid sequence, predict their binding affinity value. This is MHC class I binding data. From a dataset of Peptide-MHC class I binding affinity with 185,985 pairs from IEDB/IMGT. (1) The peptide sequence is FRKAQIQGL. The binding affinity (normalized) is 0. The MHC is HLA-B18:01 with pseudo-sequence HLA-B18:01. (2) The peptide sequence is STYYVHENK. The MHC is HLA-A33:01 with pseudo-sequence HLA-A33:01. The binding affinity (normalized) is 0.435. (3) The peptide sequence is EFVSANLAM. The MHC is HLA-A02:01 with pseudo-sequence HLA-A02:01. The binding affinity (normalized) is 0.0847.